From a dataset of Catalyst prediction with 721,799 reactions and 888 catalyst types from USPTO. Predict which catalyst facilitates the given reaction. (1) Reactant: [Cl:1][C:2]1[CH:3]=[C:4]([NH:8][C:9]2[CH:14]=[CH:13][N:12]3[N:15]=[CH:16][C:17]([CH:18]=O)=[C:11]3[N:10]=2)[CH:5]=[CH:6][CH:7]=1.[CH3:20][N:21]1[CH2:25][C:24](=[O:26])[NH:23][C:22]1=[O:27].N1CCCCC1. Product: [Cl:1][C:2]1[CH:3]=[C:4]([NH:8][C:9]2[CH:14]=[CH:13][N:12]3[N:15]=[CH:16][C:17]([CH:18]=[C:25]4[N:21]([CH3:20])[C:22](=[O:27])[NH:23][C:24]4=[O:26])=[C:11]3[N:10]=2)[CH:5]=[CH:6][CH:7]=1. The catalyst class is: 14. (2) Reactant: [OH:1][C:2]1[CH:30]=[CH:29][CH:28]=[CH:27][C:3]=1[CH2:4][NH:5][C:6]([NH:8][C:9]1[N:13]([C:14]2[CH:19]=[CH:18][C:17]([O:20][CH3:21])=[C:16]([CH3:22])[CH:15]=2)[N:12]=[C:11]([C:23]([CH3:26])([CH3:25])[CH3:24])[CH:10]=1)=[O:7].[Cl:31][C:32]1[N:37]=[C:36](Cl)[CH:35]=[CH:34][N:33]=1.[OH-].[Na+].CS(C)=O. Product: [Cl:31][C:32]1[N:37]=[C:36]([O:1][C:2]2[CH:30]=[CH:29][CH:28]=[CH:27][C:3]=2[CH2:4][NH:5][C:6]([NH:8][C:9]2[N:13]([C:14]3[CH:19]=[CH:18][C:17]([O:20][CH3:21])=[C:16]([CH3:22])[CH:15]=3)[N:12]=[C:11]([C:23]([CH3:26])([CH3:24])[CH3:25])[CH:10]=2)=[O:7])[CH:35]=[CH:34][N:33]=1. The catalyst class is: 21. (3) Reactant: [F:1][C:2]1[CH:9]=[C:8]([F:10])[CH:7]=[CH:6][C:3]=1[CH2:4][NH2:5].[C:11](O)(=[O:18])[CH2:12][CH2:13][CH2:14][CH2:15][CH2:16][CH3:17].Cl.C(N=C=NCCCN(C)C)C. Product: [F:1][C:2]1[CH:9]=[C:8]([F:10])[CH:7]=[CH:6][C:3]=1[CH2:4][NH:5][C:11](=[O:18])[CH2:12][CH2:13][CH2:14][CH2:15][CH2:16][CH3:17]. The catalyst class is: 64. (4) Reactant: [NH2:1][C:2]1[CH:3]=[CH:4][CH:5]=[C:6]2[C:10]=1[C:9](=[O:11])[N:8]([C:12]1[CH:17]=[CH:16][C:15]([C:18]([CH3:21])([CH3:20])[CH3:19])=[CH:14][CH:13]=1)[CH:7]2[CH3:22].[N:23]1[CH:28]=[CH:27][C:26]([CH:29]=O)=[CH:25][CH:24]=1.[BH-](OC(C)=O)(OC(C)=O)OC(C)=O.[Na+].Cl.C([O-])(O)=O.[Na+]. Product: [C:18]([C:15]1[CH:14]=[CH:13][C:12]([N:8]2[CH:7]([CH3:22])[C:6]3[C:10](=[C:2]([NH:1][CH2:29][C:26]4[CH:27]=[CH:28][N:23]=[CH:24][CH:25]=4)[CH:3]=[CH:4][CH:5]=3)[C:9]2=[O:11])=[CH:17][CH:16]=1)([CH3:21])([CH3:20])[CH3:19]. The catalyst class is: 839. (5) Reactant: [NH2:1][C:2]1([CH2:5][C:6]2[CH:11]=[CH:10][C:9]([N:12](CC3C=CC=CC=3)CC3C=CC=CC=3)=[CH:8][CH:7]=2)[CH2:4][CH2:3]1. Product: [NH2:1][C:2]1([CH2:5][C:6]2[CH:11]=[CH:10][C:9]([NH2:12])=[CH:8][CH:7]=2)[CH2:4][CH2:3]1. The catalyst class is: 19.